This data is from Full USPTO retrosynthesis dataset with 1.9M reactions from patents (1976-2016). The task is: Predict the reactants needed to synthesize the given product. (1) Given the product [F:1][CH:2]1[CH2:7][N:6]([C:8](=[O:10])[C@@H:51]([OH:50])[CH3:52])[CH2:5][C:4]([CH3:15])([CH3:16])[CH:3]1[O:17][C:19]1[CH:26]=[CH:25][C:24]([C:27]2[N:32]=[C:31]([NH:33][C:34]3[CH:39]=[CH:38][C:37]([N:40]4[CH2:45][CH2:44][N:43]([CH:46]5[CH2:49][O:48][CH2:47]5)[CH2:42][CH2:41]4)=[CH:36][CH:35]=3)[N:30]=[CH:29][N:28]=2)=[CH:23][C:20]=1[C:21]#[N:22], predict the reactants needed to synthesize it. The reactants are: [F:1][CH:2]1[CH2:7][N:6]([C:8]([O:10]C(C)(C)C)=O)[CH2:5][C:4]([CH3:16])([CH3:15])[CH:3]1[OH:17].F[C:19]1[CH:26]=[CH:25][C:24]([C:27]2[N:32]=[C:31]([NH:33][C:34]3[CH:39]=[CH:38][C:37]([N:40]4[CH2:45][CH2:44][N:43]([CH:46]5[CH2:49][O:48][CH2:47]5)[CH2:42][CH2:41]4)=[CH:36][CH:35]=3)[N:30]=[CH:29][N:28]=2)=[CH:23][C:20]=1[C:21]#[N:22].[OH:50][C@@H:51](C)[C:52](O)=O. (2) Given the product [Cl:1][C:2]1[N:3]=[C:4]([NH:29][C:26]2[CH:25]=[C:24]([CH:21]([CH3:23])[CH3:22])[NH:28][N:27]=2)[C:5]2[CH2:10][CH2:9][CH2:8][C:6]=2[N:7]=1, predict the reactants needed to synthesize it. The reactants are: [Cl:1][C:2]1[N:3]=[C:4](Cl)[C:5]2[CH2:10][CH2:9][CH2:8][C:6]=2[N:7]=1.C(N(CC)C(C)C)(C)C.[CH:21]([C:24]1[NH:28][N:27]=[C:26]([NH2:29])[CH:25]=1)([CH3:23])[CH3:22].